Predict the reaction yield, written as a fraction of the theoretical maximum amount of product (1.0 means a 100% yield; for example, 0.34 means a 34% yield). From a dataset of Reaction yield outcomes from USPTO patents with 853,638 reactions. (1) The reactants are [O:1]1[CH2:5][CH2:4][O:3][CH:2]1[CH2:6][CH2:7][CH2:8][CH2:9][O:10][C:11]1[CH:12]=[C:13]([C@@:17]([OH:27])([C:21]2[CH:26]=[CH:25][CH:24]=[CH:23][CH:22]=2)[C:18]([OH:20])=[O:19])[CH:14]=[CH:15][CH:16]=1.C(C1NC=CN=1)(C1NC=CN=1)=O.[CH2:40]([N:47]1[CH2:52][CH2:51][CH:50]([CH2:53]O)[CH2:49][CH2:48]1)[C:41]1[CH:46]=[CH:45][CH:44]=[CH:43][CH:42]=1. The catalyst is CN(C=O)C.C(OCC)(=O)C. The product is [O:1]1[CH2:5][CH2:4][O:3][CH:2]1[CH2:6][CH2:7][CH2:8][CH2:9][O:10][C:11]1[CH:12]=[C:13]([C@@:17]([OH:27])([C:21]2[CH:26]=[CH:25][CH:24]=[CH:23][CH:22]=2)[C:18]([O:20][CH2:53][CH:50]2[CH2:49][CH2:48][N:47]([CH2:40][C:41]3[CH:46]=[CH:45][CH:44]=[CH:43][CH:42]=3)[CH2:52][CH2:51]2)=[O:19])[CH:14]=[CH:15][CH:16]=1. The yield is 0.380. (2) The reactants are [F:1][C:2]1[C:3]([NH:22][CH2:23][CH:24]2[CH2:28][CH2:27][CH2:26][N:25]2[C:29](=[O:33])[CH2:30][C:31]#[N:32])=[N:4][C:5]([NH:8][C:9]2[CH:10]=[N:11][C:12]([N:15]3[CH2:20][CH2:19][N:18]([CH3:21])[CH2:17][CH2:16]3)=[CH:13][CH:14]=2)=[N:6][CH:7]=1.[CH:34]1([CH:37]=O)[CH2:36][CH2:35]1.C(O)(=O)C.N1CCCCC1. The catalyst is CCO. The product is [CH:34]1([CH:37]=[C:30]([C:29]([N:25]2[CH2:26][CH2:27][CH2:28][CH:24]2[CH2:23][NH:22][C:3]2[C:2]([F:1])=[CH:7][N:6]=[C:5]([NH:8][C:9]3[CH:10]=[N:11][C:12]([N:15]4[CH2:16][CH2:17][N:18]([CH3:21])[CH2:19][CH2:20]4)=[CH:13][CH:14]=3)[N:4]=2)=[O:33])[C:31]#[N:32])[CH2:36][CH2:35]1. The yield is 0.233. (3) The reactants are C([O-])(=O)C.[K+].[B:15]1([B:15]2[O:19][C:18]([CH3:21])([CH3:20])[C:17]([CH3:23])([CH3:22])[O:16]2)[O:19][C:18]([CH3:21])([CH3:20])[C:17]([CH3:23])([CH3:22])[O:16]1.[F:24][C:25]1[CH:57]=[N:56][C:28]2[N:29]([C:49]3[CH:54]=[CH:53][CH:52]=[C:51](I)[CH:50]=3)[C:30](=[O:48])[N:31]([CH:34]3[CH2:39][CH2:38][CH:37]([NH:40][C:41](=[O:47])[O:42][C:43]([CH3:46])([CH3:45])[CH3:44])[CH2:36][CH2:35]3)[C:32](=[O:33])[C:27]=2[CH:26]=1. The catalyst is CS(C)=O.C1(P(C2C=CC=CC=2)[C-]2C=CC=C2)C=CC=CC=1.[C-]1(P(C2C=CC=CC=2)C2C=CC=CC=2)C=CC=C1.[Fe+2]. The product is [F:24][C:25]1[CH:57]=[N:56][C:28]2[N:29]([C:49]3[CH:50]=[CH:51][CH:52]=[C:53]([B:15]4[O:16][C:17]([CH3:22])([CH3:23])[C:18]([CH3:20])([CH3:21])[O:19]4)[CH:54]=3)[C:30](=[O:48])[N:31]([C@@H:34]3[CH2:35][CH2:36][C@H:37]([NH:40][C:41](=[O:47])[O:42][C:43]([CH3:46])([CH3:45])[CH3:44])[CH2:38][CH2:39]3)[C:32](=[O:33])[C:27]=2[CH:26]=1. The yield is 0.300. (4) The catalyst is C(OCC)(=O)C. The product is [CH2:10]([O:12][C:13]1[NH:1][C:2]2[C:3]([CH3:9])=[CH:4][CH:5]=[CH:6][C:7]=2[N:8]=1)[CH3:11]. The reactants are [NH2:1][C:2]1[C:7]([NH2:8])=[CH:6][CH:5]=[CH:4][C:3]=1[CH3:9].[CH2:10]([O:12][C:13](OCC)(OCC)OCC)[CH3:11]. The yield is 0.780. (5) The reactants are [CH2:1]([O:3][C:4]([C:6]1[C:10]([C:11]2[CH:16]=[CH:15][CH:14]=[C:13]([CH3:17])[CH:12]=2)=[CH:9][S:8][C:7]=1[NH2:18])=[O:5])[CH3:2].[C:19]1(=O)[O:24][C:22](=[O:23])[C:21]2=[CH:25][CH:26]=[CH:27][CH:28]=[C:20]12. The catalyst is C(O)(=O)C. The product is [CH2:1]([O:3][C:4]([C:6]1[C:10]([C:11]2[CH:16]=[CH:15][CH:14]=[C:13]([CH3:17])[CH:12]=2)=[CH:9][S:8][C:7]=1[N:18]1[C:22](=[O:23])[C:21]2[C:20](=[CH:28][CH:27]=[CH:26][CH:25]=2)[C:19]1=[O:24])=[O:5])[CH3:2]. The yield is 0.630. (6) The reactants are [F:1][C:2]1[CH:7]=[CH:6][CH:5]=[CH:4][C:3]=1[N:8]1[C:16]2[C:11](=[C:12]([N:17]3[CH2:21][CH2:20][N:19]([CH2:22][C:23](O)=[O:24])[C:18]3=[O:26])[CH:13]=[CH:14][CH:15]=2)[CH:10]=[N:9]1.[NH2:27][C@@H:28]1[CH2:32][CH2:31][O:30][CH2:29]1.C(N(C(C)C)C(C)C)C.CN(C(ON1N=NC2C=CC=NC1=2)=[N+](C)C)C.F[P-](F)(F)(F)(F)F. The catalyst is CN(C)C=O. The product is [F:1][C:2]1[CH:7]=[CH:6][CH:5]=[CH:4][C:3]=1[N:8]1[C:16]2[C:11](=[C:12]([N:17]3[CH2:21][CH2:20][N:19]([CH2:22][C:23]([NH:27][C@@H:28]4[CH2:32][CH2:31][O:30][CH2:29]4)=[O:24])[C:18]3=[O:26])[CH:13]=[CH:14][CH:15]=2)[CH:10]=[N:9]1. The yield is 0.750. (7) The reactants are C[O:2][C:3]([C:5]1([CH2:14][CH3:15])[CH2:10][CH2:9][CH:8]([CH:11]([CH3:13])[CH3:12])[CH2:7][CH2:6]1)=[O:4].[OH-].[K+]. The product is [CH2:14]([C:5]1([C:3]([OH:4])=[O:2])[CH2:6][CH2:7][CH:8]([CH:11]([CH3:13])[CH3:12])[CH2:9][CH2:10]1)[CH3:15]. The yield is 0.860. The catalyst is CCO.